From a dataset of HIV replication inhibition screening data with 41,000+ compounds from the AIDS Antiviral Screen. Binary Classification. Given a drug SMILES string, predict its activity (active/inactive) in a high-throughput screening assay against a specified biological target. (1) The molecule is CC(C)OC(=O)C1=C(O)c2ccccc2S(=O)(O)=N1. The result is 0 (inactive). (2) The molecule is COc1cc2c(c(OC)c1OC)-c1ccc(SC)c(=O)cc1C(NC=O)CC2. The result is 0 (inactive). (3) The molecule is COc1ccc(C2OCC3C(c4ccc(OC)c(OC)c4)OCC23)cc1OC. The result is 0 (inactive). (4) The molecule is Cc1cc(C)nc(NS(=O)(=O)c2ccc(Nc3c4ccccc4nc4ccc(C(=O)Nc5ccc(S(N)(=O)=O)cc5)cc34)cc2)n1. The result is 0 (inactive).